Dataset: NCI-60 drug combinations with 297,098 pairs across 59 cell lines. Task: Regression. Given two drug SMILES strings and cell line genomic features, predict the synergy score measuring deviation from expected non-interaction effect. Drug 1: C(=O)(N)NO. Drug 2: CN1C2=C(C=C(C=C2)N(CCCl)CCCl)N=C1CCCC(=O)O.Cl. Cell line: HS 578T. Synergy scores: CSS=-0.256, Synergy_ZIP=0.111, Synergy_Bliss=1.98, Synergy_Loewe=-1.43, Synergy_HSA=-0.458.